Dataset: Full USPTO retrosynthesis dataset with 1.9M reactions from patents (1976-2016). Task: Predict the reactants needed to synthesize the given product. (1) Given the product [CH3:10][O:9][C:7]([C:5]1[S:6][C:2]([NH:1][C:29]([C:19]2[CH:18]3[CH2:25][CH2:24][CH:21]([C:20]=2[C:26]([OH:28])=[O:27])[CH2:22][CH2:23]3)=[O:30])=[C:3]([C:12]2[S:13][CH:14]=[C:15]([CH3:17])[N:16]=2)[C:4]=1[CH3:11])=[O:8], predict the reactants needed to synthesize it. The reactants are: [NH2:1][C:2]1[S:6][C:5]([C:7]([O:9][CH3:10])=[O:8])=[C:4]([CH3:11])[C:3]=1[C:12]1[S:13][CH:14]=[C:15]([CH3:17])[N:16]=1.[CH:18]12[CH2:25][CH2:24][CH:21]([CH2:22][CH2:23]1)[C:20]1[C:26]([O:28][C:29](=[O:30])[C:19]2=1)=[O:27]. (2) Given the product [NH3:4].[CH:1]1([N:4]([CH2:18][C:19]2[N:23]=[C:22]([C:24]([N:40]3[CH2:39][CH2:38][N:37]([CH2:36][CH:33]4[CH2:34][CH2:35][N:30]([CH3:29])[CH2:31][CH2:32]4)[CH2:42][CH2:41]3)=[O:26])[O:21][N:20]=2)[S:5]([C:8]2[C:13]([CH3:14])=[CH:12][C:11]([O:15][CH3:16])=[CH:10][C:9]=2[CH3:17])(=[O:6])=[O:7])[CH2:3][CH2:2]1, predict the reactants needed to synthesize it. The reactants are: [CH:1]1([N:4]([CH2:18][C:19]2[N:23]=[C:22]([C:24]([O:26]CC)=O)[O:21][N:20]=2)[S:5]([C:8]2[C:13]([CH3:14])=[CH:12][C:11]([O:15][CH3:16])=[CH:10][C:9]=2[CH3:17])(=[O:7])=[O:6])[CH2:3][CH2:2]1.[CH3:29][N:30]1[CH2:35][CH2:34][CH:33]([CH2:36][N:37]2[CH2:42][CH2:41][NH:40][CH2:39][CH2:38]2)[CH2:32][CH2:31]1.C[Al](C)C. (3) The reactants are: [CH:1]([N:4]1[C:8]([C:9]2[CH:10]=[C:11]3[N:17]([N:18]=2)[C:16]2[CH:19]=[C:20]([C:23](O)=[O:24])[CH:21]=[CH:22][C:15]=2[O:14][CH2:13][CH2:12]3)=[N:7][CH:6]=[N:5]1)([CH3:3])[CH3:2].CCN(C(C)C)C(C)C.CN(C(ON1N=NC2C=CC=NC1=2)=[N+](C)C)C.F[P-](F)(F)(F)(F)F.C1C=CC2N(O)N=NC=2C=1.[NH2:69][CH2:70][C:71]([CH3:74])([OH:73])[CH3:72]. Given the product [OH:73][C:71]([CH3:74])([CH3:72])[CH2:70][NH:69][C:23]([C:20]1[CH:21]=[CH:22][C:15]2[O:14][CH2:13][CH2:12][C:11]3[N:17]([N:18]=[C:9]([C:8]4[N:4]([CH:1]([CH3:2])[CH3:3])[N:5]=[CH:6][N:7]=4)[CH:10]=3)[C:16]=2[CH:19]=1)=[O:24], predict the reactants needed to synthesize it. (4) Given the product [Cl:1][C:2]1[CH:7]=[CH:6][C:5]([C:26]2[C:27]([N:33]3[CH2:38][CH2:37][CH:36]([C:39]([O:41][CH3:42])=[O:40])[CH2:35][CH2:34]3)=[N:28][CH:29]=[C:30]([F:32])[CH:31]=2)=[CH:4][C:3]=1[C:11]([NH:13][CH2:14][C:15]12[CH2:24][CH:19]3[CH2:20][CH:21]([CH2:23][CH:17]([CH2:18]3)[CH2:16]1)[CH2:22]2)=[O:12], predict the reactants needed to synthesize it. The reactants are: [Cl:1][C:2]1[CH:7]=[CH:6][C:5](B(O)O)=[CH:4][C:3]=1[C:11]([NH:13][CH2:14][C:15]12[CH2:24][CH:19]3[CH2:20][CH:21]([CH2:23][CH:17]([CH2:18]3)[CH2:16]1)[CH2:22]2)=[O:12].Br[C:26]1[C:27]([N:33]2[CH2:38][CH2:37][CH:36]([C:39]([O:41][CH3:42])=[O:40])[CH2:35][CH2:34]2)=[N:28][CH:29]=[C:30]([F:32])[CH:31]=1. (5) Given the product [OH:13][CH2:12][C@@H:10]1[C@@H:9]([CH2:17][OH:18])[O:8][CH:7]([C:1]2[CH:6]=[CH:5][CH:4]=[CH:3][CH:2]=2)[O:11]1, predict the reactants needed to synthesize it. The reactants are: [C:1]1([CH:7]2[O:11][C@H:10]([C:12](OCC)=[O:13])[C@@H:9]([C:17](OCC)=[O:18])[O:8]2)[CH:6]=[CH:5][CH:4]=[CH:3][CH:2]=1.[BH4-].[Na+]. (6) Given the product [O:13]1[C:17]2[CH:18]=[CH:19][C:20]([C:22]3([C:25]([NH:27][C:28]4[CH:33]=[C:32]([C:6]5[CH:5]=[C:4]([CH:9]=[CH:8][CH:7]=5)[C:1]([NH2:2])=[O:3])[C:31]([CH3:35])=[N:30][CH:29]=4)=[O:26])[CH2:24][CH2:23]3)=[CH:21][C:16]=2[O:15][CH2:14]1, predict the reactants needed to synthesize it. The reactants are: [C:1]([C:4]1[CH:5]=[C:6](B(O)O)[CH:7]=[CH:8][CH:9]=1)(=[O:3])[NH2:2].[O:13]1[C:17]2[CH:18]=[CH:19][C:20]([C:22]3([C:25]([NH:27][C:28]4[CH:29]=[N:30][C:31]([CH3:35])=[C:32](Br)[CH:33]=4)=[O:26])[CH2:24][CH2:23]3)=[CH:21][C:16]=2[O:15][CH2:14]1.O1C2C=CC(C3(C(NC4C=NC(C)=C(C5C=CC=CC=5)C=4)=O)CC3)=CC=2OC1. (7) Given the product [OH:27][CH2:26][CH2:25][N:24]([CH3:23])[C:18]([C:12]1[S:13][C:14]2[CH2:15][CH2:16][O:17][C:8]3[CH:7]=[C:6]([C:4]4[CH:5]=[N:1][NH:2][CH:3]=4)[CH:22]=[CH:21][C:9]=3[C:10]=2[N:11]=1)=[O:19], predict the reactants needed to synthesize it. The reactants are: [NH:1]1[CH:5]=[C:4]([C:6]2[CH:22]=[CH:21][C:9]3[C:10]4[N:11]=[C:12]([C:18](O)=[O:19])[S:13][C:14]=4[CH2:15][CH2:16][O:17][C:8]=3[CH:7]=2)[CH:3]=[N:2]1.[CH3:23][NH:24][CH2:25][CH2:26][OH:27]. (8) Given the product [NH:8]1[CH2:11][CH:10]([C:12]2[CH:33]=[CH:32][C:15]3[C:16]4[N:17]=[C:18]([C:24]5[N:25]([CH:29]([CH3:31])[CH3:30])[N:26]=[CH:27][N:28]=5)[S:19][C:20]=4[CH2:21][CH2:22][O:23][C:14]=3[CH:13]=2)[CH2:9]1, predict the reactants needed to synthesize it. The reactants are: C(OC([N:8]1[CH2:11][CH:10]([C:12]2[CH:33]=[CH:32][C:15]3[C:16]4[N:17]=[C:18]([C:24]5[N:25]([CH:29]([CH3:31])[CH3:30])[N:26]=[CH:27][N:28]=5)[S:19][C:20]=4[CH2:21][CH2:22][O:23][C:14]=3[CH:13]=2)[CH2:9]1)=O)(C)(C)C.C(O)(C(F)(F)F)=O.